Dataset: Forward reaction prediction with 1.9M reactions from USPTO patents (1976-2016). Task: Predict the product of the given reaction. (1) The product is: [Cl:1][C:2]1[C:3]([NH:10][CH2:11][C:12]2[CH:17]=[CH:16][C:15]([O:18][C:25]3[CH:26]=[CH:27][C:28]4[N:29]([C:31]([N+:34]([O-:36])=[O:35])=[CH:32][N:33]=4)[N:30]=3)=[C:14]([O:19][CH2:20][CH:21]3[CH2:23][CH2:22]3)[CH:13]=2)=[N:4][C:5]([CH3:9])=[N:6][C:7]=1[CH3:8]. Given the reactants [Cl:1][C:2]1[C:3]([NH:10][CH2:11][C:12]2[CH:17]=[CH:16][C:15]([OH:18])=[C:14]([O:19][CH2:20][CH:21]3[CH2:23][CH2:22]3)[CH:13]=2)=[N:4][C:5]([CH3:9])=[N:6][C:7]=1[CH3:8].Cl[C:25]1[CH:26]=[CH:27][C:28]2[N:29]([C:31]([N+:34]([O-:36])=[O:35])=[CH:32][N:33]=2)[N:30]=1.C(=O)([O-])[O-].[K+].[K+], predict the reaction product. (2) Given the reactants C([O:5][C:6](=[O:20])/[CH:7]=[CH:8]/[C:9]1[S:13][C:12]([C:14]([O:16][CH2:17][CH3:18])=[O:15])=[C:11]([CH3:19])[CH:10]=1)(C)(C)C.Cl, predict the reaction product. The product is: [CH2:17]([O:16][C:14]([C:12]1[S:13][C:9](/[CH:8]=[CH:7]/[C:6]([OH:20])=[O:5])=[CH:10][C:11]=1[CH3:19])=[O:15])[CH3:18]. (3) Given the reactants [Br:1][C:2]1[CH:3]=[CH:4][C:5]([S:8](Cl)(=[O:10])=[O:9])=[N:6][CH:7]=1.N1C=CC=CC=1.[F:18][C:19]1[CH:24]=[CH:23][C:22]([NH:25][CH2:26][CH:27]([CH3:29])[CH3:28])=[CH:21][CH:20]=1.C([O-])(O)=O.[Na+], predict the reaction product. The product is: [F:18][C:19]1[CH:24]=[CH:23][C:22]([N:25]([CH2:26][CH:27]([CH3:29])[CH3:28])[S:8]([C:5]2[CH:4]=[CH:3][C:2]([Br:1])=[CH:7][N:6]=2)(=[O:10])=[O:9])=[CH:21][CH:20]=1. (4) The product is: [Cl:1][C:2]1[C:3]([CH3:11])=[C:4](/[C:8](=[N:13]\[OH:14])/[CH3:9])[CH:5]=[CH:6][CH:7]=1. Given the reactants [Cl:1][C:2]1[C:3]([CH3:11])=[C:4]([C:8](=O)[CH3:9])[CH:5]=[CH:6][CH:7]=1.Cl.[NH2:13][OH:14], predict the reaction product.